This data is from Forward reaction prediction with 1.9M reactions from USPTO patents (1976-2016). The task is: Predict the product of the given reaction. (1) Given the reactants [ClH:1].[CH3:2][N:3]([C@@H:28]1[CH2:33][CH2:32][CH2:31][NH:30][CH2:29]1)[C:4]1[N:5]=[C:6]([NH:13][C:14]2[CH:19]=[CH:18][C:17]([C:20]([N:22]3[CH2:27][CH2:26][O:25][CH2:24][CH2:23]3)=[O:21])=[CH:16][CH:15]=2)[C:7]([C:10]([NH2:12])=[O:11])=[N:8][CH:9]=1.[CH3:34][N:35]([CH3:42])[CH2:36]/[CH:37]=[CH:38]/[C:39](O)=[O:40].CCN(C(C)C)C(C)C.C1CN([P+](ON2N=NC3C=CC=CC2=3)(N2CCCC2)N2CCCC2)CC1.F[P-](F)(F)(F)(F)F, predict the reaction product. The product is: [CH3:34][N:35]([CH3:42])[CH2:36]/[CH:37]=[CH:38]/[C:39]([N:30]1[CH2:31][CH2:32][CH2:33][C@@H:28]([N:3]([CH3:2])[C:4]2[N:5]=[C:6]([NH:13][C:14]3[CH:19]=[CH:18][C:17]([C:20]([N:22]4[CH2:23][CH2:24][O:25][CH2:26][CH2:27]4)=[O:21])=[CH:16][CH:15]=3)[C:7]([C:10]([NH2:12])=[O:11])=[N:8][CH:9]=2)[CH2:29]1)=[O:40].[ClH:1]. (2) Given the reactants I([O-])(=O)(=O)=O.[Na+].[Cl:7][C:8]1[N:13]=[C:12]([C:14]([O:16][CH2:17][CH3:18])=C)[CH:11]=[C:10]([CH2:19][O:20][CH2:21][C:22]([F:25])([F:24])[F:23])[N:9]=1.[Mn]([O-])(=O)(=O)=[O:27].[K+], predict the reaction product. The product is: [Cl:7][C:8]1[N:13]=[C:12]([C:14]([O:16][CH2:17][CH3:18])=[O:27])[CH:11]=[C:10]([CH2:19][O:20][CH2:21][C:22]([F:25])([F:24])[F:23])[N:9]=1. (3) Given the reactants [CH3:1][N:2]1[CH:6]=[C:5]([NH:7]C(OC(C)(C)C)=O)[C:4]([OH:15])=[C:3]1[C:16]([O:18][CH2:19][CH3:20])=[O:17], predict the reaction product. The product is: [CH3:1][N:2]1[CH:6]=[C:5]([NH2:7])[C:4]([OH:15])=[C:3]1[C:16]([O:18][CH2:19][CH3:20])=[O:17]. (4) Given the reactants [NH2:1][C:2]1[C:7]([C:8]#[C:9][CH2:10][OH:11])=[C:6]([Cl:12])[C:5]([Br:13])=[CH:4][CH:3]=1.CC([O-])(C)C.[K+], predict the reaction product. The product is: [Br:13][C:5]1[C:6]([Cl:12])=[C:7]2[C:2](=[CH:3][CH:4]=1)[NH:1][C:9]([CH2:10][OH:11])=[CH:8]2. (5) Given the reactants [NH2:1][C:2]1[N:10]=[CH:9][CH:8]=[CH:7][C:3]=1[C:4]([OH:6])=[O:5].[C:11]([O-])([O-])=O.[K+].[K+].IC, predict the reaction product. The product is: [NH2:1][C:2]1[N:10]=[CH:9][CH:8]=[CH:7][C:3]=1[C:4]([O:6][CH3:11])=[O:5]. (6) Given the reactants C([O-])([O-])=[O:2].[K+].[K+].[Br:7][C:8]1[CH:16]=[C:15]2[C:11]([C:12]([CH2:17][C:18]#[N:19])=[CH:13][NH:14]2)=[CH:10][CH:9]=1.O.OO, predict the reaction product. The product is: [Br:7][C:8]1[CH:16]=[C:15]2[C:11]([C:12]([CH2:17][C:18]([NH2:19])=[O:2])=[CH:13][NH:14]2)=[CH:10][CH:9]=1. (7) Given the reactants [Cl:1][C:2]1[CH:3]=[C:4]([C:8]2[S:9][C:10]([C:24]3[CH:29]=[CH:28][C:27]([N:30]4[CH2:35][CH2:34][S:33](=[O:37])(=[O:36])[CH2:32][CH2:31]4)=[CH:26][CH:25]=3)=[C:11]([C@@H:13]3[CH2:18][C:17]([F:20])([F:19])[CH2:16][CH2:15][C@H:14]3[C:21](O)=[O:22])[N:12]=2)[CH:5]=[N:6][CH:7]=1.Cl.[NH2:39][C:40]1([C:43]#[N:44])[CH2:42][CH2:41]1.CN(C(ON1N=NC2C=CC=NC1=2)=[N+](C)C)C.F[P-](F)(F)(F)(F)F.CCN(C(C)C)C(C)C, predict the reaction product. The product is: [Cl:1][C:2]1[CH:3]=[C:4]([C:8]2[S:9][C:10]([C:24]3[CH:29]=[CH:28][C:27]([N:30]4[CH2:35][CH2:34][S:33](=[O:36])(=[O:37])[CH2:32][CH2:31]4)=[CH:26][CH:25]=3)=[C:11]([C@@H:13]3[CH2:18][C:17]([F:20])([F:19])[CH2:16][CH2:15][C@H:14]3[C:21]([NH:39][C:40]3([C:43]#[N:44])[CH2:42][CH2:41]3)=[O:22])[N:12]=2)[CH:5]=[N:6][CH:7]=1. (8) Given the reactants [CH2:1]([O:5][C:6]([C:8]1[N:9]=[C:10](Br)[C:11]2[C:16]([C:17]=1[OH:18])=[CH:15][CH:14]=[CH:13][CH:12]=2)=[O:7])[CH2:2][CH2:3][CH3:4].[C:20]([Cu])#[N:21].CN(C)C=O.C(OCC)(=O)C, predict the reaction product. The product is: [CH2:1]([O:5][C:6]([C:8]1[N:9]=[C:10]([C:20]#[N:21])[C:11]2[C:16]([C:17]=1[OH:18])=[CH:15][CH:14]=[CH:13][CH:12]=2)=[O:7])[CH2:2][CH2:3][CH3:4].